From a dataset of Full USPTO retrosynthesis dataset with 1.9M reactions from patents (1976-2016). Predict the reactants needed to synthesize the given product. (1) Given the product [Br:12][CH2:13][CH2:14][CH2:15][CH2:16][O:11][C:8]1[CH:9]=[C:10]2[C:5]([CH2:4][CH2:3][CH2:2][O:1]2)=[CH:6][CH:7]=1, predict the reactants needed to synthesize it. The reactants are: [O:1]1[C:10]2[C:5](=[CH:6][CH:7]=[C:8]([OH:11])[CH:9]=2)[CH2:4][CH2:3][CH2:2]1.[Br:12][CH2:13][CH2:14][CH2:15][CH2:16]Br.C(=O)([O-])[O-].[Cs+].[Cs+]. (2) The reactants are: C[O:2][C:3]1[CH:8]=[CH:7][CH:6]=[CH:5][C:4]=1[S:9]([C:12]1[CH:13]=[CH:14][C:15](=[O:18])[NH:16][N:17]=1)(=[O:11])=[O:10].[Br-].[Br-].[Br-].[Al+3]. Given the product [OH:2][C:3]1[CH:8]=[CH:7][CH:6]=[CH:5][C:4]=1[S:9]([C:12]1[CH:13]=[CH:14][C:15](=[O:18])[NH:16][N:17]=1)(=[O:11])=[O:10], predict the reactants needed to synthesize it.